Dataset: Reaction yield outcomes from USPTO patents with 853,638 reactions. Task: Predict the reaction yield, written as a fraction of the theoretical maximum amount of product (1.0 means a 100% yield; for example, 0.34 means a 34% yield). (1) The reactants are [NH2:1][C:2]1[C:3]([OH:26])=[N:4][C:5]([C:8]2[N:9]=[C:10]([C:21]3([CH3:25])[CH2:24][O:23][CH2:22]3)[NH:11][C:12]=2[C:13]2[CH:18]=[CH:17][C:16]([F:19])=[CH:15][C:14]=2[F:20])=[CH:6][CH:7]=1.[N:27]([C@@H:30]([CH3:35])[CH2:31][CH2:32][O:33][CH3:34])=[C:28]=S.C(N=C=NC(C)C)(C)C. The catalyst is C(O)C. The product is [F:20][C:14]1[CH:15]=[C:16]([F:19])[CH:17]=[CH:18][C:13]=1[C:12]1[NH:11][C:10]([C:21]2([CH3:25])[CH2:22][O:23][CH2:24]2)=[N:9][C:8]=1[C:5]1[N:4]=[C:3]2[O:26][C:28]([NH:27][C@@H:30]([CH3:35])[CH2:31][CH2:32][O:33][CH3:34])=[N:1][C:2]2=[CH:7][CH:6]=1. The yield is 0.870. (2) The reactants are [C:1]([O:5][C:6]([N:8]1[CH2:12][CH2:11][CH2:10][C@H:9]1[CH2:13][O:14][C:15]1[CH:20]=[CH:19][C:18]([CH:21](O)[C:22]2[CH:27]=[CH:26][CH:25]=[CH:24][CH:23]=2)=[CH:17][N:16]=1)=[O:7])([CH3:4])([CH3:3])[CH3:2].[OH-].[Na+].CCOC(C)=O. The catalyst is CO.CC(O)=O.[Pd]. The product is [C:1]([O:5][C:6]([N:8]1[CH2:12][CH2:11][CH2:10][C@H:9]1[CH2:13][O:14][C:15]1[CH:20]=[CH:19][C:18]([CH2:21][C:22]2[CH:23]=[CH:24][CH:25]=[CH:26][CH:27]=2)=[CH:17][N:16]=1)=[O:7])([CH3:4])([CH3:2])[CH3:3]. The yield is 0.830. (3) The reactants are [C:1]([NH:4][CH2:5][CH2:6][CH2:7][S:8]([O:11][CH2:12][C:13]([CH3:31])([CH3:30])[C@@H:14]([O:22]CC1C=CC=CC=1)[C:15]([O:17][CH2:18][CH:19]([CH3:21])[CH3:20])=[O:16])(=[O:10])=[O:9])(=[O:3])[CH3:2]. The catalyst is [Pd].C(O)C. The product is [C:1]([NH:4][CH2:5][CH2:6][CH2:7][S:8]([O:11][CH2:12][C:13]([CH3:30])([CH3:31])[C@@H:14]([OH:22])[C:15]([O:17][CH2:18][CH:19]([CH3:20])[CH3:21])=[O:16])(=[O:9])=[O:10])(=[O:3])[CH3:2]. The yield is 0.580.